From a dataset of Full USPTO retrosynthesis dataset with 1.9M reactions from patents (1976-2016). Predict the reactants needed to synthesize the given product. (1) The reactants are: [NH2:1][C:2]1[N:7]=[C:6]([N:8]2[CH2:32][CH2:31][C:11]3([CH2:15][N:14]([C:16]([O:18][CH2:19][C:20]4[CH:25]=[CH:24][CH:23]=[CH:22][CH:21]=4)=[O:17])[C@H:13]([C:26]([O:28]CC)=[O:27])[CH2:12]3)[CH2:10][CH2:9]2)[CH:5]=[C:4]([O:33][C@H:34]([C:39]2[CH:44]=[CH:43][C:42]([Br:45])=[CH:41][CH:40]=2)[C:35]([F:38])([F:37])[F:36])[N:3]=1.[OH-].[Na+]. Given the product [NH2:1][C:2]1[N:7]=[C:6]([N:8]2[CH2:9][CH2:10][C:11]3([CH2:15][N:14]([C:16]([O:18][CH2:19][C:20]4[CH:25]=[CH:24][CH:23]=[CH:22][CH:21]=4)=[O:17])[C@H:13]([C:26]([OH:28])=[O:27])[CH2:12]3)[CH2:31][CH2:32]2)[CH:5]=[C:4]([O:33][C@H:34]([C:39]2[CH:40]=[CH:41][C:42]([Br:45])=[CH:43][CH:44]=2)[C:35]([F:38])([F:37])[F:36])[N:3]=1, predict the reactants needed to synthesize it. (2) Given the product [Cl:1][C:2]1[CH:7]=[CH:6][C:5]([C:8]([C:15]2[CH:16]=[C:17]3[C:22](=[CH:23][CH:24]=2)[N:21]=[CH:20][CH:19]=[C:18]3/[CH:26]=[CH:27]\[C:28]2[CH:33]=[CH:32][CH:31]=[CH:30][CH:29]=2)([C:10]2[N:11]=[CH:12][S:13][CH:14]=2)[OH:9])=[CH:4][CH:3]=1, predict the reactants needed to synthesize it. The reactants are: [Cl:1][C:2]1[CH:7]=[CH:6][C:5]([C:8]([C:15]2[CH:16]=[C:17]3[C:22](=[CH:23][CH:24]=2)[N:21]=[CH:20][CH:19]=[C:18]3Cl)([C:10]2[N:11]=[CH:12][S:13][CH:14]=2)[OH:9])=[CH:4][CH:3]=1.[CH:26](/B(O)O)=[CH:27]\[C:28]1[CH:33]=[CH:32][CH:31]=[CH:30][CH:29]=1.COC1C=CC=C(OC)C=1C1C=CC=CC=1P(C1CCCCC1)C1CCCCC1.[O-]P([O-])([O-])=O.[K+].[K+].[K+].O.